From a dataset of Peptide-MHC class I binding affinity with 185,985 pairs from IEDB/IMGT. Regression. Given a peptide amino acid sequence and an MHC pseudo amino acid sequence, predict their binding affinity value. This is MHC class I binding data. (1) The peptide sequence is EMADYIFFV. The MHC is HLA-A33:01 with pseudo-sequence HLA-A33:01. The binding affinity (normalized) is 0.597. (2) The peptide sequence is SISARALKAY. The MHC is HLA-A11:01 with pseudo-sequence HLA-A11:01. The binding affinity (normalized) is 0.334. (3) The peptide sequence is SVIWMMWYW. The MHC is HLA-A31:01 with pseudo-sequence HLA-A31:01. The binding affinity (normalized) is 0.154. (4) The peptide sequence is KIRLGFHWK. The MHC is HLA-A03:01 with pseudo-sequence HLA-A03:01. The binding affinity (normalized) is 0.614.